This data is from Reaction yield outcomes from USPTO patents with 853,638 reactions. The task is: Predict the reaction yield, written as a fraction of the theoretical maximum amount of product (1.0 means a 100% yield; for example, 0.34 means a 34% yield). (1) The reactants are [CH3:1][C:2]1[CH:7]=[CH:6][C:5]([S:8]([O:11][CH2:12][CH:13]([OH:24])[CH2:14][C:15]2[CH:20]=[CH:19][C:18]([O:21][CH3:22])=[CH:17][C:16]=2O)(=[O:10])=[O:9])=[CH:4][CH:3]=1.C1(P(C2C=CC=CC=2)C2C=CC=CC=2)C=CC=CC=1.CCOC(/N=N/C(OCC)=O)=O. The catalyst is C1(C)C=CC=CC=1. The product is [CH3:1][C:2]1[CH:3]=[CH:4][C:5]([S:8]([O:11][CH2:12][CH:13]2[CH2:14][C:15]3[CH:20]=[CH:19][C:18]([O:21][CH3:22])=[CH:17][C:16]=3[O:24]2)(=[O:9])=[O:10])=[CH:6][CH:7]=1. The yield is 0.740. (2) The reactants are C([O:5][C:6](=[O:26])[CH:7]([C:16]1[CH:21]=[CH:20][C:19]([S:22]([CH3:25])(=[O:24])=[O:23])=[CH:18][CH:17]=1)[CH2:8][C:9]1[CH:14]=[CH:13][C:12]([F:15])=[CH:11][CH:10]=1)(C)(C)C.C(O)(C(F)(F)F)=O. The catalyst is C(Cl)Cl. The product is [F:15][C:12]1[CH:11]=[CH:10][C:9]([CH2:8][CH:7]([C:16]2[CH:21]=[CH:20][C:19]([S:22]([CH3:25])(=[O:24])=[O:23])=[CH:18][CH:17]=2)[C:6]([OH:26])=[O:5])=[CH:14][CH:13]=1. The yield is 0.880. (3) The reactants are [CH3:1][O:2][C:3](=[O:12])[NH:4][C@H:5]1[C@@H:10]([CH3:11])[CH2:9][CH2:8][NH:7][CH2:6]1.[CH:13](=O)[C:14]1[CH:19]=[CH:18][CH:17]=[CH:16][CH:15]=1.C(O[BH-](OC(=O)C)OC(=O)C)(=O)C.[Na+]. The catalyst is C(Cl)Cl. The product is [CH3:1][O:2][C:3](=[O:12])[NH:4][C@H:5]1[C@@H:10]([CH3:11])[CH2:9][CH2:8][N:7]([CH2:13][C:14]2[CH:19]=[CH:18][CH:17]=[CH:16][CH:15]=2)[CH2:6]1. The yield is 0.700. (4) The reactants are [O:1]1[CH2:6][CH:5]=[C:4]([C:7]2[N:12]=[CH:11][C:10]([C:13]3[CH:18]=[CH:17][C:16]([S:19]([NH:22][C:23]4[C:32]([F:33])=[CH:31][C:26]([C:27]([O:29][CH3:30])=[O:28])=[C:25]([F:34])[CH:24]=4)(=[O:21])=[O:20])=[CH:15][CH:14]=3)=[CH:9][N:8]=2)[CH2:3][CH2:2]1. The catalyst is CO.[Pd]. The product is [F:34][C:25]1[CH:24]=[C:23]([NH:22][S:19]([C:16]2[CH:17]=[CH:18][C:13]([C:10]3[CH:9]=[N:8][C:7]([CH:4]4[CH2:5][CH2:6][O:1][CH2:2][CH2:3]4)=[N:12][CH:11]=3)=[CH:14][CH:15]=2)(=[O:20])=[O:21])[C:32]([F:33])=[CH:31][C:26]=1[C:27]([O:29][CH3:30])=[O:28]. The yield is 0.700. (5) The reactants are [CH2:1]([C:5]1[N:6]=[C:7]([CH3:27])[NH:8][C:9](=[O:26])[C:10]=1[CH2:11][C:12]1[CH:17]=[CH:16][C:15]([C:18]2[C:19]([C:24]#[N:25])=[CH:20][CH:21]=[CH:22][CH:23]=2)=[CH:14][CH:13]=1)[CH2:2][CH2:3][CH3:4].[C:28]([O:32][C:33]1[CH:38]=[CH:37][C:36](B(O)O)=[CH:35][CH:34]=1)([CH3:31])([CH3:30])[CH3:29].C(N(CC)CC)C.N1C=CC=CC=1. The catalyst is ClCCl.C(OCC)(=O)C.C([O-])(=O)C.[Cu+2].C([O-])(=O)C. The product is [C:28]([O:32][C:33]1[CH:38]=[CH:37][C:36]([N:8]2[C:9](=[O:26])[C:10]([CH2:11][C:12]3[CH:17]=[CH:16][C:15]([C:18]4[C:19]([C:24]#[N:25])=[CH:20][CH:21]=[CH:22][CH:23]=4)=[CH:14][CH:13]=3)=[C:5]([CH2:1][CH2:2][CH2:3][CH3:4])[N:6]=[C:7]2[CH3:27])=[CH:35][CH:34]=1)([CH3:31])([CH3:29])[CH3:30]. The yield is 0.720. (6) The reactants are [Br:1][C:2]1[C:6]2[CH2:7][N:8](C(OC(C)(C)C)=O)[CH2:9][CH2:10][C:5]=2[NH:4][N:3]=1. The catalyst is C(Cl)Cl. The product is [Br:1][C:2]1[C:6]2[CH2:7][NH:8][CH2:9][CH2:10][C:5]=2[NH:4][N:3]=1. The yield is 0.706. (7) The product is [CH:11]1[C:12]2[C:7](=[CH:6][C:5]3[C:14]([C:13]=2[CH2:15][O:16][C:17](=[O:25])[NH:18][CH2:19][CH2:20][O:21][CH2:22][CH2:23][O:24][CH2:37][CH2:36][CH2:35][CH2:34][Cl:33])=[CH:1][CH:2]=[CH:3][CH:4]=3)[CH:8]=[CH:9][CH:10]=1. The catalyst is CCCCCCC.C(OCC)(=O)C. The yield is 0.320. The reactants are [CH:1]1[C:14]2[C:5](=[CH:6][C:7]3[C:12]([C:13]=2[CH2:15][O:16][C:17](=[O:25])[NH:18][CH2:19][CH2:20][O:21][CH2:22][CH2:23][OH:24])=[CH:11][CH:10]=[CH:9][CH:8]=3)[CH:4]=[CH:3][CH:2]=1.[H-].[Na+].C1COCC1.[Cl:33][CH2:34][CH2:35][CH2:36][CH2:37]I. (8) The reactants are [CH:1]1([CH:7]2[CH2:11][CH2:10][N:9]([CH2:12][C:13]3[C:18]([Cl:19])=[CH:17][C:16]([O:20]C)=[CH:15][C:14]=3[Cl:22])[C:8]2=[O:23])[CH2:6][CH2:5][CH2:4][CH2:3][CH2:2]1.B(Br)(Br)Br. The catalyst is ClC(Cl)C. The product is [CH:1]1([CH:7]2[CH2:11][CH2:10][N:9]([CH2:12][C:13]3[C:18]([Cl:19])=[CH:17][C:16]([OH:20])=[CH:15][C:14]=3[Cl:22])[C:8]2=[O:23])[CH2:2][CH2:3][CH2:4][CH2:5][CH2:6]1. The yield is 0.990.